Task: Predict the reactants needed to synthesize the given product.. Dataset: Full USPTO retrosynthesis dataset with 1.9M reactions from patents (1976-2016) (1) The reactants are: [CH3:1][O:2][C:3](=[O:15])[C:4]1[CH:13]=[C:12]([OH:14])[CH:11]=[C:6]([C:7]([O:9][CH3:10])=[O:8])[CH:5]=1.C(O)[CH2:17][CH2:18][CH2:19][CH3:20].[C:22]1(C)[CH:27]=CC(S(O)(=O)=O)=[CH:24][CH:23]=1. Given the product [CH2:10]([O:9][C:7](=[O:8])[C:6]1[CH:11]=[C:12]([OH:14])[CH:13]=[C:4]([C:3]([O:2][CH2:1][CH2:20][CH2:19][CH2:18][CH3:17])=[O:15])[CH:5]=1)[CH2:27][CH2:22][CH2:23][CH3:24], predict the reactants needed to synthesize it. (2) Given the product [CH2:30]([O:29][P:25]([CH2:22]/[CH:23]=[CH:24]/[C:2]1[CH:9]=[C:8]([CH3:10])[C:5]([CH:6]=[O:7])=[C:4]([CH3:11])[CH:3]=1)(=[O:32])[O:26][CH2:27][CH3:28])[CH3:31], predict the reactants needed to synthesize it. The reactants are: N[C:2]1[CH:9]=[C:8]([CH3:10])[C:5]([CH:6]=[O:7])=[C:4]([CH3:11])[CH:3]=1.[H+].[B-](F)(F)(F)F.N([O-])=O.[Na+].[CH2:22]([P:25](=[O:32])([O:29][CH2:30][CH3:31])[O:26][CH2:27][CH3:28])[CH:23]=[CH2:24]. (3) The reactants are: [Cl:1][C:2]1[CH:7]=[C:6]([OH:8])[CH:5]=[CH:4][N:3]=1.[H-].[Na+].Br[CH2:12][C:13]([O:15][C:16]([CH3:19])([CH3:18])[CH3:17])=[O:14]. Given the product [Cl:1][C:2]1[CH:7]=[C:6]([O:8][CH2:12][C:13]([O:15][C:16]([CH3:19])([CH3:18])[CH3:17])=[O:14])[CH:5]=[CH:4][N:3]=1, predict the reactants needed to synthesize it. (4) Given the product [Cl:6][C:7]1[CH:12]=[C:11]([O:13][CH2:14][CH:15]=[C:16]([Cl:18])[Cl:17])[CH:10]=[C:9]([Cl:19])[C:8]=1[O:20][CH2:2][CH2:3][CH2:4][OH:5], predict the reactants needed to synthesize it. The reactants are: Cl[CH2:2][CH2:3][CH2:4][OH:5].[Cl:6][C:7]1[CH:12]=[C:11]([O:13][CH2:14][CH:15]=[C:16]([Cl:18])[Cl:17])[CH:10]=[C:9]([Cl:19])[C:8]=1[OH:20].[OH-].[Na+].S(=O)(=O)(O)O. (5) Given the product [NH2:1][CH2:4][CH2:5][N:6]1[CH:10]=[C:9]([N:11]2[CH:16]=[CH:15][C:14](=[O:17])[C:13]([CH2:18][C:19]3[CH:20]=[C:21]([NH:25][C:26](=[O:30])[O:27][CH2:28][CH3:29])[CH:22]=[CH:23][CH:24]=3)=[N:12]2)[CH:8]=[N:7]1, predict the reactants needed to synthesize it. The reactants are: [N:1]([CH2:4][CH2:5][N:6]1[CH:10]=[C:9]([N:11]2[CH:16]=[CH:15][C:14](=[O:17])[C:13]([CH2:18][C:19]3[CH:20]=[C:21]([NH:25][C:26](=[O:30])[O:27][CH2:28][CH3:29])[CH:22]=[CH:23][CH:24]=3)=[N:12]2)[CH:8]=[N:7]1)=[N+]=[N-]. (6) Given the product [F:23][C:24]1[CH:29]=[CH:28][C:27]([C:30]2[O:31][C:32]3[CH:41]=[C:40]([NH:42][S:43]([CH3:46])(=[O:44])=[O:45])[C:39]([O:47][CH:48]([CH3:49])[CH3:50])=[CH:38][C:33]=3[C:34]=2[C:35](=[S:10])[NH2:37])=[CH:26][CH:25]=1, predict the reactants needed to synthesize it. The reactants are: COC1C=CC(P2(SP(C3C=CC(OC)=CC=3)(=S)S2)=[S:10])=CC=1.[F:23][C:24]1[CH:29]=[CH:28][C:27]([C:30]2[O:31][C:32]3[CH:41]=[C:40]([NH:42][S:43]([CH3:46])(=[O:45])=[O:44])[C:39]([O:47][CH:48]([CH3:50])[CH3:49])=[CH:38][C:33]=3[C:34]=2[C:35]([NH2:37])=O)=[CH:26][CH:25]=1. (7) The reactants are: [NH2:1][CH:2]([C:6]1[CH:11]=[CH:10][C:9]([O:12][C:13]([F:16])([F:15])[F:14])=[CH:8][CH:7]=1)[C:3]([NH2:5])=[O:4].[C:17]1(=O)[CH2:22][CH2:21][CH2:20][CH2:19][CH2:18]1. Given the product [F:16][C:13]([F:14])([F:15])[O:12][C:9]1[CH:8]=[CH:7][C:6]([CH:2]2[NH:1][C:17]3([CH2:22][CH2:21][CH2:20][CH2:19][CH2:18]3)[NH:5][C:3]2=[O:4])=[CH:11][CH:10]=1, predict the reactants needed to synthesize it. (8) Given the product [NH2:8][CH2:9][C:10]1[CH:11]=[C:12]([CH2:18][CH:19]([O:25][CH:26]([CH3:27])[CH3:28])[C:20]([O:22][CH2:23][CH3:24])=[O:21])[CH:13]=[CH:14][C:15]=1[O:16][CH3:17], predict the reactants needed to synthesize it. The reactants are: C(OC([NH:8][CH2:9][C:10]1[CH:11]=[C:12]([CH:18](O)[CH:19]([O:25][CH:26]([CH3:28])[CH3:27])[C:20]([O:22][CH2:23][CH3:24])=[O:21])[CH:13]=[CH:14][C:15]=1[O:16][CH3:17])=O)(C)(C)C.C([SiH](CC)CC)C. (9) Given the product [Cl:1][C:2]1[CH:3]=[C:4]([CH:21]=[C:22]([Cl:24])[CH:23]=1)[C:5]([N:7]([CH2:9][C@H:10]([C:14]1[CH:19]=[CH:18][C:17]([F:20])=[CH:16][CH:15]=1)[CH2:11][CH:12]=[O:29])[CH3:8])=[O:6], predict the reactants needed to synthesize it. The reactants are: [Cl:1][C:2]1[CH:3]=[C:4]([CH:21]=[C:22]([Cl:24])[CH:23]=1)[C:5]([N:7]([CH2:9][C@H:10]([C:14]1[CH:19]=[CH:18][C:17]([F:20])=[CH:16][CH:15]=1)[CH2:11][CH:12]=C)[CH3:8])=[O:6].C[N+]1([O-])CC[O:29]CC1.OS([O-])=O.[Na+].I([O-])(=O)(=O)=O.[Na+].